This data is from Full USPTO retrosynthesis dataset with 1.9M reactions from patents (1976-2016). The task is: Predict the reactants needed to synthesize the given product. (1) Given the product [CH:1]1([CH:7]([NH:20][C:21]2[CH:22]=[CH:23][C:24]([C:27]([NH:31][CH2:32][CH2:33][C:34]([OH:36])=[O:35])=[O:28])=[N:25][CH:26]=2)[C:8]2[CH:12]=[C:11]([C:13]3[CH:18]=[CH:17][CH:16]=[CH:15][CH:14]=3)[S:10][C:9]=2[CH3:19])[CH2:6][CH2:5][CH2:4][CH2:3][CH2:2]1, predict the reactants needed to synthesize it. The reactants are: [CH:1]1([CH:7]([NH:20][C:21]2[CH:22]=[CH:23][C:24]([C:27](O)=[O:28])=[N:25][CH:26]=2)[C:8]2[CH:12]=[C:11]([C:13]3[CH:18]=[CH:17][CH:16]=[CH:15][CH:14]=3)[S:10][C:9]=2[CH3:19])[CH2:6][CH2:5][CH2:4][CH2:3][CH2:2]1.Cl.[NH2:31][CH2:32][CH2:33][C:34]([O:36]CC)=[O:35].O.ON1C2C=CC=CC=2N=N1.Cl.C(N=C=NCCCN(C)C)C.[Cl-].[NH4+].[OH-].[Na+]. (2) Given the product [CH2:1]([O:8][C:9]1[N:10]=[CH:11][C:12](/[CH:13]=[C:21](\[O:20][CH2:18][CH3:19])/[C:22]([O:24][CH2:25][CH3:26])=[O:23])=[CH:15][CH:16]=1)[C:2]1[CH:7]=[CH:6][CH:5]=[CH:4][CH:3]=1, predict the reactants needed to synthesize it. The reactants are: [CH2:1]([O:8][C:9]1[CH:16]=[CH:15][C:12]([CH:13]=O)=[CH:11][N:10]=1)[C:2]1[CH:7]=[CH:6][CH:5]=[CH:4][CH:3]=1.[Cl-].[CH2:18]([O:20][CH:21]([P+](C1C=CC=CC=1)(C1C=CC=CC=1)C1C=CC=CC=1)[C:22]([O:24][CH2:25][CH3:26])=[O:23])[CH3:19].CN(C)C(=N)N(C)C. (3) Given the product [Cl:8][C:6]1[CH:5]=[C:4]([C@@:9]2([C:24]([F:26])([F:25])[F:27])[CH:13]=[N:12][N:11]([C:14]3[CH:22]=[CH:21][C:17]([C:18]([Cl:36])=[O:19])=[C:16]([CH3:23])[CH:15]=3)[CH2:10]2)[CH:3]=[C:2]([Cl:1])[CH:7]=1, predict the reactants needed to synthesize it. The reactants are: [Cl:1][C:2]1[CH:3]=[C:4]([C@@:9]2([C:24]([F:27])([F:26])[F:25])[CH:13]=[N:12][N:11]([C:14]3[CH:22]=[CH:21][C:17]([C:18](O)=[O:19])=[C:16]([CH3:23])[CH:15]=3)[CH2:10]2)[CH:5]=[C:6]([Cl:8])[CH:7]=1.CN(C)C=O.C(Cl)(=O)C([Cl:36])=O. (4) Given the product [CH2:1]([O:3][C:4](=[O:17])[CH2:5][N:6]([S:7]([C:10]1[CH:15]=[CH:14][C:13]([F:16])=[CH:12][CH:11]=1)(=[O:9])=[O:8])[CH3:18])[CH3:2], predict the reactants needed to synthesize it. The reactants are: [CH2:1]([O:3][C:4](=[O:17])[CH2:5][NH:6][S:7]([C:10]1[CH:15]=[CH:14][C:13]([F:16])=[CH:12][CH:11]=1)(=[O:9])=[O:8])[CH3:2].[C:18](=O)([O-])[O-].[K+].[K+].IC. (5) Given the product [CH3:16][N:14]([CH3:15])[C:12]1[C:11]([C:17]([F:18])([F:19])[F:20])=[CH:10][C:9]2[NH:21][C:22](=[O:39])[CH2:23][C:24]([C:26]3[CH:31]=[CH:30][CH:29]=[C:28]([C:32]4[CH:37]=[CH:36][N:35]=[C:34]([CH3:38])[CH:33]=4)[CH:27]=3)=[N:7][C:8]=2[CH:13]=1, predict the reactants needed to synthesize it. The reactants are: C(OC(=O)[NH:7][C:8]1[CH:13]=[C:12]([N:14]([CH3:16])[CH3:15])[C:11]([C:17]([F:20])([F:19])[F:18])=[CH:10][C:9]=1[NH:21][C:22](=[O:39])[CH2:23][C:24]([C:26]1[CH:31]=[CH:30][CH:29]=[C:28]([C:32]2[CH:37]=[CH:36][N:35]=[C:34]([CH3:38])[CH:33]=2)[CH:27]=1)=O)(C)(C)C.C(O)(C(F)(F)F)=O.